This data is from Forward reaction prediction with 1.9M reactions from USPTO patents (1976-2016). The task is: Predict the product of the given reaction. (1) Given the reactants [N:1]1[N:2]=[C:3]([C:10]2[CH:19]=[CH:18][C:17]3[C:12](=[C:13]([O:20][CH2:21][C:22]([CH3:33])([CH3:32])[CH2:23][NH:24][C:25](=[O:31])[O:26][C:27]([CH3:30])([CH3:29])[CH3:28])[CH:14]=[CH:15][CH:16]=3)[N:11]=2)[N:4]2[CH:9]=[CH:8][CH:7]=[CH:6][C:5]=12.[H-].[Na+].[CH2:36](I)[CH3:37].[NH4+].[Cl-], predict the reaction product. The product is: [N:1]1[N:2]=[C:3]([C:10]2[CH:19]=[CH:18][C:17]3[C:12](=[C:13]([O:20][CH2:21][C:22]([CH3:33])([CH3:32])[CH2:23][N:24]([CH2:36][CH3:37])[C:25](=[O:31])[O:26][C:27]([CH3:28])([CH3:30])[CH3:29])[CH:14]=[CH:15][CH:16]=3)[N:11]=2)[N:4]2[CH:9]=[CH:8][CH:7]=[CH:6][C:5]=12. (2) Given the reactants [Cl:1][C:2]1[CH:7]=[CH:6][C:5]([C:8]2[CH:9]=[C:10]([NH2:15])[C:11]([NH2:14])=[CH:12][CH:13]=2)=[CH:4][CH:3]=1.[F:16][C:17]([F:28])([F:27])[C:18]([F:26])([F:25])[C:19]([F:24])([F:23])[C:20](O)=O, predict the reaction product. The product is: [Cl:1][C:2]1[CH:3]=[CH:4][C:5]([C:8]2[CH:13]=[CH:12][C:11]3[N:14]=[C:20]([C:19]([F:23])([F:24])[C:18]([F:25])([F:26])[C:17]([F:28])([F:27])[F:16])[NH:15][C:10]=3[CH:9]=2)=[CH:6][CH:7]=1. (3) Given the reactants [Br:1][C:2]1[N:6]2[CH2:7][CH2:8][N:9]([C:11]([O:13][C:14]([CH3:17])([CH3:16])[CH3:15])=[O:12])[CH2:10][C:5]2=[N:4][N:3]=1.C(Cl)(Cl)Cl.CC#N.I([O-])(=O)(=O)=[O:26].[Na+], predict the reaction product. The product is: [Br:1][C:2]1[N:6]2[CH2:7][CH2:8][N:9]([C:11]([O:13][C:14]([CH3:17])([CH3:16])[CH3:15])=[O:12])[C:10](=[O:26])[C:5]2=[N:4][N:3]=1. (4) Given the reactants [NH2:1][C:2]1[CH:6]=[C:5]([C:7]([CH3:10])([CH3:9])[CH3:8])[O:4][C:3]=1[C:11]1[CH:16]=[CH:15][N:14]=[CH:13][CH:12]=1.[Cl:17][C:18]1[C:23]([Cl:24])=[CH:22][CH:21]=[CH:20][C:19]=1[N:25]=[C:26]=[O:27], predict the reaction product. The product is: [N:14]1[CH:13]=[CH:12][C:11]([C:3]2[O:4][C:5]([C:7]([CH3:10])([CH3:9])[CH3:8])=[CH:6][C:2]=2[NH:1][C:26]([NH:25][C:19]2[CH:20]=[CH:21][CH:22]=[C:23]([Cl:24])[C:18]=2[Cl:17])=[O:27])=[CH:16][CH:15]=1. (5) Given the reactants [CH2:1]([O:3][C:4](=[O:30])[CH:5]([N:7]1[CH2:12][CH2:11][CH2:10][C:9](NC(OC(C)(C)C)=O)([NH:13]C(OC(C)(C)C)=O)[C:8]1=[O:29])[CH3:6])[CH3:2].C(OC(=O)NC1CCCN(CC2NC(C3C=CC(C4C=CC(C5N=C(C6CCCN6C(=O)C(C(OC)=O)C(C)CN)NC=5)=CC=4)=CC=3)=CN=2)C1=O)(C)(C)C, predict the reaction product. The product is: [CH2:1]([O:3][C:4](=[O:30])[CH:5]([N:7]1[CH2:12][CH2:11][CH2:10][CH:9]([NH2:13])[C:8]1=[O:29])[CH3:6])[CH3:2]. (6) Given the reactants [CH2:1]([N:3]1[C:7]([C:8]2[S:9][C:10]3[N:11]=[CH:12][N:13]=[C:14](SC)[C:15]=3[N:16]=2)=[C:6]([C:19]2[CH:24]=[CH:23][CH:22]=[CH:21][CH:20]=2)[N:5]=[CH:4]1)[CH3:2].C([N:27]1C(C2SC3N=CN=C(SC)C=3C=2)=C(C2C=CC=CC=2)N=C1)C, predict the reaction product. The product is: [CH2:1]([N:3]1[C:7]([C:8]2[S:9][C:10]3[N:11]=[CH:12][N:13]=[C:14]([NH2:27])[C:15]=3[N:16]=2)=[C:6]([C:19]2[CH:24]=[CH:23][CH:22]=[CH:21][CH:20]=2)[N:5]=[CH:4]1)[CH3:2]. (7) The product is: [CH:20]12[N:23]([S:2]([C:5]3[N:9]=[CH:8][N:7]([C:10](=[O:14])[N:11]([CH3:13])[CH3:12])[N:6]=3)(=[O:4])=[O:3])[CH:16]([CH2:22][CH2:21]1)[CH2:17][CH2:18][CH2:19]2. Given the reactants Cl[S:2]([C:5]1[N:9]=[CH:8][N:7]([C:10](=[O:14])[N:11]([CH3:13])[CH3:12])[N:6]=1)(=[O:4])=[O:3].Cl.[CH:16]12[NH:23][CH:20]([CH2:21][CH2:22]1)[CH2:19][CH2:18][CH2:17]2.C(N(CC)CC)C, predict the reaction product. (8) Given the reactants [CH3:1][O:2][C:3]1[CH:4]=[N:5][C:6]2[C:7](=O)[NH:8][CH:9]=[CH:10][C:11]=2[CH:12]=1.P(Cl)(Cl)([Cl:16])=O, predict the reaction product. The product is: [Cl:16][C:7]1[N:8]=[CH:9][CH:10]=[C:11]2[C:6]=1[N:5]=[CH:4][C:3]([O:2][CH3:1])=[CH:12]2. (9) Given the reactants Cl[C:2]1[C:7]2[CH:8]=[CH:9][S:10][C:6]=2[CH:5]=[CH:4][N:3]=1.C1C=CC(P(C2C(C3C(P(C4C=CC=CC=4)C4C=CC=CC=4)=CC=C4C=3C=CC=C4)=C3C(C=CC=C3)=CC=2)C2C=CC=CC=2)=CC=1.CC(C)([O-])C.[Na+].C(=[NH:76])(C1C=CC=CC=1)C1C=CC=CC=1.NO, predict the reaction product. The product is: [S:10]1[C:6]2[CH:5]=[CH:4][N:3]=[C:2]([NH2:76])[C:7]=2[CH:8]=[CH:9]1.